Dataset: Catalyst prediction with 721,799 reactions and 888 catalyst types from USPTO. Task: Predict which catalyst facilitates the given reaction. (1) Reactant: [CH3:1][O:2][C:3]1[C:8]2[N:9]=[C:10]([NH2:12])[S:11][C:7]=2[C:6]([C:13]2[N:14]=[C:15]([CH3:18])[S:16][CH:17]=2)=[CH:5][CH:4]=1.C(N(C(C)C)C(C)C)C.Cl[C:29](Cl)([O:31]C(=O)OC(Cl)(Cl)Cl)Cl.[OH:40][CH:41]1[CH2:46][CH2:45][NH:44][CH2:43][CH2:42]1. Product: [CH3:1][O:2][C:3]1[C:8]2[N:9]=[C:10]([NH:12][C:29]([N:44]3[CH2:45][CH2:46][CH:41]([OH:40])[CH2:42][CH2:43]3)=[O:31])[S:11][C:7]=2[C:6]([C:13]2[N:14]=[C:15]([CH3:18])[S:16][CH:17]=2)=[CH:5][CH:4]=1. The catalyst class is: 230. (2) Reactant: [Cl-].[CH3:2][O:3][CH2:4][P+](C1C=CC=CC=1)(C1C=CC=CC=1)C1C=CC=CC=1.CC([O-])(C)C.[K+].[Br:30][C:31]1[CH:38]=[C:37]([F:39])[C:34]([CH:35]=O)=[C:33]([F:40])[CH:32]=1. Product: [CH3:2][O:3][CH:4]=[CH:35][C:34]1[C:37]([F:39])=[CH:38][C:31]([Br:30])=[CH:32][C:33]=1[F:40]. The catalyst class is: 7.